Task: Predict the reaction yield, written as a fraction of the theoretical maximum amount of product (1.0 means a 100% yield; for example, 0.34 means a 34% yield).. Dataset: Reaction yield outcomes from USPTO patents with 853,638 reactions (1) The reactants are [CH2:1]([CH:8]([C:19](=[O:28])[CH:20]=[CH:21][C:22]1[CH:27]=[CH:26][CH:25]=[CH:24][CH:23]=1)[C:9](=[O:18])[CH:10]=[CH:11][C:12]1[CH:17]=[CH:16][CH:15]=[CH:14][CH:13]=1)[C:2]1[CH:7]=[CH:6][CH:5]=[CH:4][CH:3]=1.CCCCCC. The catalyst is [Pd].C(OCC)(=O)C. The product is [CH2:1]([CH:8]([C:9](=[O:18])[CH2:10][CH2:11][C:12]1[CH:17]=[CH:16][CH:15]=[CH:14][CH:13]=1)[C:19](=[O:28])[CH2:20][CH2:21][C:22]1[CH:23]=[CH:24][CH:25]=[CH:26][CH:27]=1)[C:2]1[CH:3]=[CH:4][CH:5]=[CH:6][CH:7]=1. The yield is 0.690. (2) The reactants are [Cl:1][C:2]1[C:3]([F:40])=[C:4]([C@@H:8]2[C@:12]([C:15]3[CH:20]=[CH:19][C:18]([Cl:21])=[CH:17][C:16]=3[F:22])([C:13]#[N:14])[C@H:11]([CH2:23][C:24]([CH3:27])([CH3:26])[CH3:25])[NH:10][C@H:9]2[C:28]([NH:30][C:31]2[CH:39]=[CH:38][C:34]([C:35](O)=[O:36])=[CH:33][CH:32]=2)=[O:29])[CH:5]=[CH:6][CH:7]=1.C1N=CN(C(N2C=NC=C2)=O)C=1.[CH3:53][S:54]([NH2:57])(=[O:56])=[O:55].[H-].[Na+].Cl. The catalyst is CN(C)C=O.O. The product is [CH3:53][S:54]([NH:57][C:35]([C:34]1[CH:38]=[CH:39][C:31]([NH:30][C:28]([CH:9]2[CH:8]([C:4]3[CH:5]=[CH:6][CH:7]=[C:2]([Cl:1])[C:3]=3[F:40])[C:12]([C:15]3[CH:20]=[CH:19][C:18]([Cl:21])=[CH:17][C:16]=3[F:22])([C:13]#[N:14])[CH:11]([CH2:23][C:24]([CH3:27])([CH3:26])[CH3:25])[NH:10]2)=[O:29])=[CH:32][CH:33]=1)=[O:36])(=[O:56])=[O:55]. The yield is 0.0700. (3) The reactants are [NH2:1][C:2]1[N:7]=[C:6]([NH:8][C@@H:9]([CH2:13][CH2:14][CH3:15])[CH2:10][CH2:11][OH:12])[C:5]([CH2:16][C:17]2[CH:22]=[CH:21][C:20]([Br:23])=[CH:19][C:18]=2[O:24][CH3:25])=[C:4]([CH3:26])[N:3]=1.C(N(CC)CC)C.[Si:34](Cl)([C:37]([CH3:40])([CH3:39])[CH3:38])([CH3:36])[CH3:35].C([O-])(O)=O.[Na+]. The catalyst is CN(C=O)C. The product is [Br:23][C:20]1[CH:21]=[CH:22][C:17]([CH2:16][C:5]2[C:6]([NH:8][C@@H:9]([CH2:13][CH2:14][CH3:15])[CH2:10][CH2:11][O:12][Si:34]([C:37]([CH3:40])([CH3:39])[CH3:38])([CH3:36])[CH3:35])=[N:7][C:2]([NH2:1])=[N:3][C:4]=2[CH3:26])=[C:18]([O:24][CH3:25])[CH:19]=1. The yield is 0.710. (4) The reactants are [I:1][C:2]1[CH:10]=[CH:9][C:5](C(O)=O)=[C:4]([NH:11][S:12]([C:15]2[C:16]3[N:17]=[CH:18][CH:19]=[N:20][C:21]=3[CH:22]=[CH:23][CH:24]=2)(=[O:14])=[O:13])[CH:3]=1.N[C:26]1[CH:34]=[C:33](I)[CH:32]=[CH:31][C:27]=1[C:28](O)=O.[N:36]1[C:45]2C=CC=C(S(Cl)(=O)=O)C=2N=C[CH:37]=1.[C:50]([O-:53])([O-])=[O:51].[Na+].[Na+].[ClH:56].[OH2:57]. No catalyst specified. The product is [Cl:56][C:33]1[CH:32]=[CH:31][C:27]([CH2:28][C@@H:45]([NH:36][C:37](=[O:57])[C:5]2[CH:9]=[CH:10][C:2]([I:1])=[CH:3][C:4]=2[NH:11][S:12]([C:15]2[C:16]3[N:17]=[CH:18][CH:19]=[N:20][C:21]=3[CH:22]=[CH:23][CH:24]=2)(=[O:14])=[O:13])[C:50]([OH:53])=[O:51])=[CH:26][CH:34]=1. The yield is 0.980.